This data is from Catalyst prediction with 721,799 reactions and 888 catalyst types from USPTO. The task is: Predict which catalyst facilitates the given reaction. (1) Reactant: Cl.[S:2]1[C:10]2[CH2:9][CH2:8][NH:7][CH2:6][C:5]=2[CH:4]=[CH:3]1.[OH-].[Na+]. Product: [S:2]1[C:10]2[CH2:9][CH2:8][NH:7][CH2:6][C:5]=2[CH:4]=[CH:3]1. The catalyst class is: 6. (2) Reactant: [F:1][C:2]1[CH:7]=[CH:6][C:5]([NH:8][NH2:9])=[CH:4][CH:3]=1.[N:10]1([CH2:16][CH2:17][O:18][C:19]2[CH:20]=[C:21]([CH:35]=[CH:36][CH:37]=2)[C:22]([C:24](=[CH:27]NC2C=CC=CC=2)[C:25]#[N:26])=[O:23])[CH2:15][CH2:14][O:13][CH2:12][CH2:11]1. Product: [NH2:26][C:25]1[N:8]([C:5]2[CH:6]=[CH:7][C:2]([F:1])=[CH:3][CH:4]=2)[N:9]=[CH:27][C:24]=1[C:22](=[O:23])[C:21]1[CH:35]=[CH:36][CH:37]=[C:19]([O:18][CH2:17][CH2:16][N:10]2[CH2:11][CH2:12][O:13][CH2:14][CH2:15]2)[CH:20]=1. The catalyst class is: 40. (3) Reactant: [Cl:1][C:2]1[CH:7]=[CH:6][C:5]([CH3:8])=[CH:4][C:3]=1[OH:9].[C:10](=O)([O-])[O-].[K+].[K+].CI. Product: [Cl:1][C:2]1[CH:7]=[CH:6][C:5]([CH3:8])=[CH:4][C:3]=1[O:9][CH3:10]. The catalyst class is: 21. (4) Reactant: [Br:1][C:2]1[C:3]([CH3:9])=[CH:4][C:5]([NH2:8])=[N:6][CH:7]=1.[Cl:10][C:11]1[CH:12]=[C:13]([CH:16]=[CH:17][CH:18]=1)[CH:14]=O.O.C1(C)C=CC(S(O)(=O)=O)=CC=1.[N+:31]([C:33]([CH3:36])([CH3:35])[CH3:34])#[C-:32]. Product: [Br:1][C:2]1[C:3]([CH3:9])=[CH:4][C:5]2[N:6]([C:32]([NH:31][C:33]([CH3:36])([CH3:35])[CH3:34])=[C:14]([C:13]3[CH:16]=[CH:17][CH:18]=[C:11]([Cl:10])[CH:12]=3)[N:8]=2)[CH:7]=1. The catalyst class is: 24.